From a dataset of Full USPTO retrosynthesis dataset with 1.9M reactions from patents (1976-2016). Predict the reactants needed to synthesize the given product. (1) Given the product [CH3:16][C:15]([S@@:13]([N:12]1[CH2:2][CH2:3][CH2:4][C@@H:5]1[CH:6]1[CH2:11][CH2:10][CH2:9][CH2:8][CH2:7]1)=[O:14])([CH3:18])[CH3:17], predict the reactants needed to synthesize it. The reactants are: Cl[CH2:2][CH2:3][CH2:4]/[C:5](=[N:12]\[S@:13]([C:15]([CH3:18])([CH3:17])[CH3:16])=[O:14])/[CH:6]1[CH2:11][CH2:10][CH2:9][CH2:8][CH2:7]1. (2) Given the product [C:1]([C:5]1[N:9]([CH3:10])[N:8]([CH2:11][CH:12]2[CH2:13][CH2:14][CH2:15]2)/[C:7](=[N:16]/[C:27](=[O:28])[C:26]2[CH:30]=[C:31]([CH3:34])[CH:32]=[CH:33][C:25]=2[F:24])/[CH:6]=1)([CH3:4])([CH3:2])[CH3:3], predict the reactants needed to synthesize it. The reactants are: [C:1]([C:5]1[N:9]([CH3:10])[N:8]([CH2:11][CH:12]2[CH2:15][CH2:14][CH2:13]2)[C:7](=[NH:16])[CH:6]=1)([CH3:4])([CH3:3])[CH3:2].CCN(CC)CC.[F:24][C:25]1[CH:33]=[CH:32][C:31]([CH3:34])=[CH:30][C:26]=1[C:27](Cl)=[O:28]. (3) Given the product [Br:1][C:2]1[CH:3]=[N:4][CH:5]=[C:6]2[C:11]=1[N:10]=[C:9]([C:12]([N:43]1[CH2:44][CH:41]([O:40][CH3:39])[CH2:42]1)=[O:14])[CH:8]=[CH:7]2, predict the reactants needed to synthesize it. The reactants are: [Br:1][C:2]1[CH:3]=[N:4][CH:5]=[C:6]2[C:11]=1[N:10]=[C:9]([C:12]([OH:14])=O)[CH:8]=[CH:7]2.CN(C(ON1N=NC2C=CC=NC1=2)=[N+](C)C)C.F[P-](F)(F)(F)(F)F.[CH3:39][O:40][CH:41]1[CH2:44][NH:43][CH2:42]1.Cl.CCN(C(C)C)C(C)C. (4) Given the product [CH3:1][O:2][C:3]1[C:10]([NH:16][C:19](=[O:28])[O:42][C:38]([CH3:41])([CH3:40])[CH3:39])=[C:6]2[S:7][CH:8]=[CH:9][N:5]2[N:4]=1, predict the reactants needed to synthesize it. The reactants are: [CH3:1][O:2][C:3]1[C:10](C(O)=O)=[C:6]2[S:7][CH:8]=[CH:9][N:5]2[N:4]=1.C([N:16]([CH2:19]C)CC)C.C1(P(N=[N+]=[N-])(C2C=CC=CC=2)=[O:28])C=CC=CC=1.[C:38]([OH:42])([CH3:41])([CH3:40])[CH3:39]. (5) The reactants are: [C:1]([NH:4][CH2:5][CH2:6][C:7]1[CH:12]=[CH:11][C:10]([C:13]2[CH:14]=[C:15]3[C:19](=[C:20]([C:22]([NH2:24])=[O:23])[CH:21]=2)[NH:18][CH:17]=[C:16]3[CH:25]2[CH2:30][CH2:29][N:28]([S:31]([CH2:34][CH3:35])(=[O:33])=[O:32])[CH2:27][CH2:26]2)=[CH:9][CH:8]=1)(=[O:3])[CH3:2].Br[C:37]1[CH:42]=[CH:41]C(CCNC(=O)C)=[CH:39][CH:38]=1. Given the product [CH:2]1([C:1]([NH:4][CH2:5][CH2:6][C:7]2[CH:12]=[CH:11][C:10]([C:13]3[CH:14]=[C:15]4[C:19](=[C:20]([C:22]([NH2:24])=[O:23])[CH:21]=3)[NH:18][CH:17]=[C:16]4[CH:25]3[CH2:30][CH2:29][N:28]([S:31]([CH2:34][CH3:35])(=[O:32])=[O:33])[CH2:27][CH2:26]3)=[CH:9][CH:8]=2)=[O:3])[CH2:41][CH2:42][CH2:37][CH2:38][CH2:39]1, predict the reactants needed to synthesize it. (6) Given the product [Cl:1][C:2]1[CH:7]=[CH:6][C:5]([C:8]2[C:14]3[CH:15]=[C:16]([O:19][CH3:20])[CH:17]=[CH:18][C:13]=3[N:12]3[C:21]([CH3:24])=[N:22][N:23]=[C:11]3[C@H:10]([CH2:25][C:26]([O:28][CH:30]([CH3:37])[CH3:29])=[O:27])[N:9]=2)=[CH:4][CH:3]=1, predict the reactants needed to synthesize it. The reactants are: [Cl:1][C:2]1[CH:7]=[CH:6][C:5]([C:8]2[C:14]3[CH:15]=[C:16]([O:19][CH3:20])[CH:17]=[CH:18][C:13]=3[N:12]3[C:21]([CH3:24])=[N:22][N:23]=[C:11]3[C@H:10]([CH2:25][C:26]([OH:28])=[O:27])[N:9]=2)=[CH:4][CH:3]=1.[CH3:29][CH:30]([CH3:37])N=C=NC(C)C. (7) Given the product [Br:1][C:2]1[CH:3]=[CH:4][C:5]([NH:9][C:17](=[O:19])[CH3:18])=[N:6][C:7]=1[CH3:8], predict the reactants needed to synthesize it. The reactants are: [Br:1][C:2]1[CH:3]=[CH:4][C:5]([NH2:9])=[N:6][C:7]=1[CH3:8].C(N(CC)CC)C.[C:17](Cl)(=[O:19])[CH3:18]. (8) Given the product [N+:2]([C:5]1[N:10]=[CH:9][C:8]([C:11]2[CH2:12][CH2:13][N:14]([CH2:29][C:30]([F:33])([F:32])[F:31])[CH2:15][CH:16]=2)=[CH:7][CH:6]=1)([O-:4])=[O:3], predict the reactants needed to synthesize it. The reactants are: Cl.[N+:2]([C:5]1[N:10]=[CH:9][C:8]([C:11]2[CH2:12][CH2:13][NH:14][CH2:15][CH:16]=2)=[CH:7][CH:6]=1)([O-:4])=[O:3].C(=O)([O-])[O-].[Cs+].[Cs+].FC(F)(F)S(O[CH2:29][C:30]([F:33])([F:32])[F:31])(=O)=O.O. (9) Given the product [C:1]([NH:12][C@H:13]1[CH2:17][CH2:16][C@H:15]([O:18][C:19]2[CH:24]=[C:23]([F:25])[CH:22]=[CH:21][C:20]=2[NH:26][C:27]2[C:28]3[C:35]([CH3:36])=[C:34]([C:37]([NH2:39])=[O:38])[S:33][C:29]=3[N:30]=[CH:31][N:32]=2)[CH2:14]1)(=[O:3])[CH3:2], predict the reactants needed to synthesize it. The reactants are: [C:1](Cl)(=[O:3])[CH3:2].FC(F)(F)C(O)=O.[NH2:12][C@H:13]1[CH2:17][CH2:16][C@H:15]([O:18][C:19]2[CH:24]=[C:23]([F:25])[CH:22]=[CH:21][C:20]=2[NH:26][C:27]2[C:28]3[C:35]([CH3:36])=[C:34]([C:37]([NH2:39])=[O:38])[S:33][C:29]=3[N:30]=[CH:31][N:32]=2)[CH2:14]1.CCN(C(C)C)C(C)C. (10) Given the product [NH2:26][CH2:25][C:24]1[CH:27]=[CH:28][CH:29]=[CH:30][C:23]=1[CH2:22][C@H:17]1[CH2:16][C@@H:15]([C:9]2[CH:10]=[CH:11][C:12]([O:13][CH3:14])=[C:7]([O:6][CH:1]3[CH2:5][CH2:4][CH2:3][CH2:2]3)[CH:8]=2)[CH2:20][NH:19][C:18]1=[O:21], predict the reactants needed to synthesize it. The reactants are: [CH:1]1([O:6][C:7]2[CH:8]=[C:9]([C@H:15]3[CH2:20][NH:19][C:18](=[O:21])[C@@H:17]([CH2:22][C:23]4[CH:30]=[CH:29][CH:28]=[CH:27][C:24]=4[C:25]#[N:26])[CH2:16]3)[CH:10]=[CH:11][C:12]=2[O:13][CH3:14])[CH2:5][CH2:4][CH2:3][CH2:2]1.O[Li].O.O1CCOCC1.[H][H].